This data is from Catalyst prediction with 721,799 reactions and 888 catalyst types from USPTO. The task is: Predict which catalyst facilitates the given reaction. (1) Reactant: C1[C@H]2CN[C@H](CO)CN2CCO1.C1[C@@H]2CN[C@H](CO)CN2CCO1.CCN(CC)CC.[CH3:32][C:33]([Si:36]([CH3:50])([CH3:49])[O:37][CH2:38][C@@H:39]1[CH2:48][N:47]2[C@H:42]([CH2:43][O:44][CH2:45][CH2:46]2)[CH2:41][NH:40]1)([CH3:35])[CH3:34]. Product: [CH3:35][C:33]([Si:36]([CH3:50])([CH3:49])[O:37][CH2:38][C@@H:39]1[CH2:48][N:47]2[C@@H:42]([CH2:43][O:44][CH2:45][CH2:46]2)[CH2:41][NH:40]1)([CH3:32])[CH3:34]. The catalyst class is: 4. (2) Reactant: O=[C:2]([C:11]1[CH:16]=[CH:15][C:14]([CH:17]2[CH2:22][CH2:21][N:20](C(=O)C(F)(F)F)[CH2:19][CH2:18]2)=[CH:13][CH:12]=1)[CH2:3][N:4]1[CH:8]=[CH:7][CH:6]=[C:5]1[C:9]#[N:10].C(=O)([O-])[O-:30].[K+].[K+].CS(C)=O.OO. Product: [NH:20]1[CH2:21][CH2:22][CH:17]([C:14]2[CH:15]=[CH:16][C:11]([C:2]3[NH:10][C:9](=[O:30])[C:5]4[N:4]([CH:8]=[CH:7][CH:6]=4)[CH:3]=3)=[CH:12][CH:13]=2)[CH2:18][CH2:19]1. The catalyst class is: 24. (3) Reactant: [F:1][C:2]1([F:12])[CH2:6][CH2:5][CH:4]([C:7](OCC)=[O:8])[CH2:3]1.[H-].[Al+3].[Li+].[H-].[H-].[H-]. Product: [F:1][C:2]1([F:12])[CH2:6][CH2:5][CH:4]([CH2:7][OH:8])[CH2:3]1. The catalyst class is: 27. (4) Reactant: [O:1]1[C@@:5]2([CH:10]3[CH2:11][CH2:12][N:7]([CH2:8][CH2:9]3)[CH2:6]2)[CH2:4][NH:3][C:2]1=[O:13].Br[C:15]1[S:16][C:17]([C:20]2[CH:25]=[CH:24][N:23]=[CH:22][CH:21]=2)=[N:18][N:19]=1. Product: [N:23]1[CH:22]=[CH:21][C:20]([C:17]2[S:16][C:15]([N:3]3[CH2:4][C@:5]4([CH:10]5[CH2:11][CH2:12][N:7]([CH2:8][CH2:9]5)[CH2:6]4)[O:1][C:2]3=[O:13])=[N:19][N:18]=2)=[CH:25][CH:24]=1. The catalyst class is: 205. (5) Reactant: [C:1]([NH:5][C:6]([CH:8]1[CH2:13][CH2:12][N:11]([CH2:14][C:15]2[CH:20]=[CH:19][CH:18]=[C:17]([NH2:21])[CH:16]=2)[CH2:10][CH2:9]1)=[O:7])([CH3:4])([CH3:3])[CH3:2].[Cl:22][C:23]1[N:24]=[N:25][C:26]([CH3:32])=[CH:27][C:28]=1[C:29](O)=[O:30].C(Cl)CCl. Product: [C:1]([NH:5][C:6]([CH:8]1[CH2:9][CH2:10][N:11]([CH2:14][C:15]2[CH:16]=[C:17]([NH:21][C:29]([C:28]3[CH:27]=[C:26]([CH3:32])[N:25]=[N:24][C:23]=3[Cl:22])=[O:30])[CH:18]=[CH:19][CH:20]=2)[CH2:12][CH2:13]1)=[O:7])([CH3:4])([CH3:2])[CH3:3]. The catalyst class is: 64. (6) Reactant: [N:1]1[CH:6]=[CH:5][C:4]([C:7]2[N:11]3[CH:12]=[CH:13][CH:14]=[CH:15][C:10]3=[N:9][C:8]=2[CH:16]=[O:17])=[CH:3][CH:2]=1.[CH3:18][NH:19][C@@H:20]1[C:29]2[N:28]=[CH:27][CH:26]=[CH:25][C:24]=2[CH2:23][CH2:22][CH2:21]1.C(O)(=O)C.[BH-](OC(C)=O)(OC(C)=O)OC(C)=O.[Na+].C([O-])([O-])=O.[Na+].[Na+]. Product: [NH4+:1].[OH-:17].[CH3:18][N:19]([CH2:16][C:8]1[N:9]=[C:10]2[CH:15]=[CH:14][CH:13]=[CH:12][N:11]2[C:7]=1[C:4]1[CH:5]=[CH:6][N:1]=[CH:2][CH:3]=1)[C@@H:20]1[C:29]2[N:28]=[CH:27][CH:26]=[CH:25][C:24]=2[CH2:23][CH2:22][CH2:21]1. The catalyst class is: 26. (7) Reactant: [F:1][C:2]([F:33])([F:32])[C:3]1[CH:4]=[C:5]([CH:29]=[CH:30][CH:31]=1)[C:6]([NH:8][C:9]1[CH:10]=[C:11]([C:15]2[N:20]3[N:21]=[CH:22][C:23]([C:24]([O:26][CH2:27][CH3:28])=[O:25])=[C:19]3[NH:18][CH2:17][CH:16]=2)[CH:12]=[CH:13][CH:14]=1)=[O:7].[H-].[Na+].Cl[C:37]([O:39][CH3:40])=[O:38]. Product: [F:33][C:2]([F:32])([F:1])[C:3]1[CH:4]=[C:5]([CH:29]=[CH:30][CH:31]=1)[C:6]([NH:8][C:9]1[CH:10]=[C:11]([C:15]2[N:20]3[N:21]=[CH:22][C:23]([C:24]([O:26][CH2:27][CH3:28])=[O:25])=[C:19]3[N:18]([C:37]([O:39][CH3:40])=[O:38])[CH2:17][CH:16]=2)[CH:12]=[CH:13][CH:14]=1)=[O:7]. The catalyst class is: 3.